This data is from Full USPTO retrosynthesis dataset with 1.9M reactions from patents (1976-2016). The task is: Predict the reactants needed to synthesize the given product. (1) Given the product [NH2:14][CH2:15][C:16]1[CH:21]=[CH:20][C:19]([Cl:22])=[CH:18][C:17]=1[CH2:23][NH:24][C:25]([C@@H:27]1[CH2:31][CH2:30][CH2:29][N:28]1[C:32]([C:34]1[N:35]([CH2:45][OH:46])[CH:36]=[C:37]([C:39]2[CH:44]=[CH:43][N:42]=[CH:41][CH:40]=2)[CH:38]=1)=[O:33])=[O:26], predict the reactants needed to synthesize it. The reactants are: C(O)(C(F)(F)F)=O.C(OC(=O)[NH:14][CH2:15][C:16]1[CH:21]=[CH:20][C:19]([Cl:22])=[CH:18][C:17]=1[CH2:23][NH:24][C:25]([C@@H:27]1[CH2:31][CH2:30][CH2:29][N:28]1[C:32]([C:34]1[N:35]([CH2:45][O:46]CC[Si](C)(C)C)[CH:36]=[C:37]([C:39]2[CH:44]=[CH:43][N:42]=[CH:41][CH:40]=2)[CH:38]=1)=[O:33])=[O:26])(C)(C)C. (2) Given the product [CH3:14][N:15]([CH3:16])[CH2:2][CH2:1][C:3]1[CH:8]=[N:7][C:6]([CH3:9])=[C:5]([N+:10]([O-:12])=[O:11])[CH:4]=1, predict the reactants needed to synthesize it. The reactants are: [C:1]([C:3]1[CH:4]=[C:5]([N+:10]([O-:12])=[O:11])[C:6]([CH3:9])=[N:7][CH:8]=1)#[CH:2].Cl.[CH3:14][NH:15][CH3:16].C([BH3-])#N.[Na+]. (3) Given the product [F:46][C:43]1[CH:44]=[CH:45][C:40]([NH:39][C:38]([C:35]2([C:33]([NH:32][C:29]3[CH:30]=[CH:31][C:26]([O:25][C:23]4[CH:22]=[CH:21][N:20]=[C:19]([NH:9][C:8]([N:59]5[CH2:60][CH2:61][N:56]([CH:53]6[CH2:52][CH2:51][N:50]([CH3:49])[CH2:55][CH2:54]6)[CH2:57][CH2:58]5)=[O:7])[CH:24]=4)=[CH:27][CH:28]=3)=[O:34])[CH2:37][CH2:36]2)=[O:47])=[CH:41][CH:42]=1, predict the reactants needed to synthesize it. The reactants are: C1([O:7][C:8](=O)[N:9]([C:19]2[CH:24]=[C:23]([O:25][C:26]3[CH:31]=[CH:30][C:29]([NH:32][C:33]([C:35]4([C:38](=[O:47])[NH:39][C:40]5[CH:45]=[CH:44][C:43]([F:46])=[CH:42][CH:41]=5)[CH2:37][CH2:36]4)=[O:34])=[CH:28][CH:27]=3)[CH:22]=[CH:21][N:20]=2)C(OC2C=CC=CC=2)=O)C=CC=CC=1.[CH3:49][N:50]1[CH2:55][CH2:54][CH:53]([N:56]2[CH2:61][CH2:60][NH:59][CH2:58][CH2:57]2)[CH2:52][CH2:51]1. (4) Given the product [NH2:8][C:9]1[C:17]([O:18][C:19]([F:20])([F:21])[F:22])=[CH:16][CH:15]=[CH:14][C:10]=1[C:11]([OH:13])=[O:12], predict the reactants needed to synthesize it. The reactants are: C(OC([NH:8][C:9]1[C:17]([O:18][C:19]([F:22])([F:21])[F:20])=[CH:16][CH:15]=[CH:14][C:10]=1[C:11]([OH:13])=[O:12])=O)(C)(C)C. (5) Given the product [CH:25]1([C@@H:2]2[C:3]([C:15]3[CH:24]=[CH:23][C:22]4[C:17](=[CH:18][CH:19]=[CH:20][CH:21]=4)[CH:16]=3)([C:5]3[CH:14]=[CH:13][C:12]4[C:7](=[CH:8][CH:9]=[CH:10][CH:11]=4)[CH:6]=3)[O:4][B:32]([O:37][CH3:41])[NH:1]2)[CH2:30][CH2:29][CH2:28][CH2:27][CH2:26]1, predict the reactants needed to synthesize it. The reactants are: [NH2:1][C@H:2]([CH:25]1[CH2:30][CH2:29][CH2:28][CH2:27][CH2:26]1)[C:3]([C:15]1[CH:24]=[CH:23][C:22]2[C:17](=[CH:18][CH:19]=[CH:20][CH:21]=2)[CH:16]=1)([C:5]1[CH:14]=[CH:13][C:12]2[C:7](=[CH:8][CH:9]=[CH:10][CH:11]=2)[CH:6]=1)[OH:4].C[B:32]1[O:37]B(C)OB(C)O1.O1CCC[CH2:41]1. (6) Given the product [CH2:8]([O:10][C:11](=[O:15])[C:12](=[O:13])[CH2:4][C:3]([CH3:7])([CH3:6])[CH3:2])[CH3:9], predict the reactants needed to synthesize it. The reactants are: [I-].[CH3:2][C:3]([CH3:7])([CH3:6])[CH2:4][Zn+].[CH2:8]([O:10][C:11](=[O:15])[C:12](Cl)=[O:13])[CH3:9]. (7) Given the product [C:1]([NH:4][C:5]1[C:13]([Cl:14])=[CH:12][C:8]([C:9]([NH:22][C:21]2[CH:23]=[C:24]([C:26]([F:27])([F:28])[F:29])[CH:25]=[C:19]([C:18]([F:17])([F:30])[F:31])[CH:20]=2)=[O:11])=[C:7]([O:15][CH3:16])[CH:6]=1)(=[O:3])[CH3:2], predict the reactants needed to synthesize it. The reactants are: [C:1]([NH:4][C:5]1[C:13]([Cl:14])=[CH:12][C:8]([C:9]([OH:11])=O)=[C:7]([O:15][CH3:16])[CH:6]=1)(=[O:3])[CH3:2].[F:17][C:18]([F:31])([F:30])[C:19]1[CH:20]=[C:21]([CH:23]=[C:24]([C:26]([F:29])([F:28])[F:27])[CH:25]=1)[NH2:22]. (8) The reactants are: [CH3:1][O:2][C:3](=[O:14])[CH2:4][O:5][C:6]1[CH:11]=[CH:10][C:9]([Cl:12])=[C:8]([NH2:13])[CH:7]=1.C([O:17][C:18](=O)[CH:19]([CH2:24][C:25]1[CH:30]=[CH:29][C:28]([C:31](=[O:36])[C:32]([CH3:35])([CH3:34])[CH3:33])=[CH:27][CH:26]=1)[C:20](=O)[CH2:21][CH3:22])C. Given the product [CH3:1][O:2][C:3](=[O:14])[CH2:4][O:5][C:6]1[CH:11]=[CH:10][C:9]([Cl:12])=[C:8]2[C:7]=1[C:18](=[O:17])[C:19]([CH2:24][C:25]1[CH:26]=[CH:27][C:28]([C:31](=[O:36])[C:32]([CH3:34])([CH3:33])[CH3:35])=[CH:29][CH:30]=1)=[C:20]([CH2:21][CH3:22])[NH:13]2, predict the reactants needed to synthesize it.